From a dataset of Forward reaction prediction with 1.9M reactions from USPTO patents (1976-2016). Predict the product of the given reaction. Given the reactants [OH:1][CH2:2][CH2:3][N:4](C)[C:5](=O)OC(C)(C)C.[CH3:13][O:14][C:15]1[CH:16]=[C:17]([CH:21]=[C:22]([O:26][CH3:27])[C:23]=1[O:24][CH3:25])[C:18]([Cl:20])=[O:19].N1C=CC=CC=1, predict the reaction product. The product is: [ClH:20].[CH3:13][O:14][C:15]1[CH:16]=[C:17]([CH:21]=[C:22]([O:26][CH3:27])[C:23]=1[O:24][CH3:25])[C:18]([O:1][CH2:2][CH2:3][NH:4][CH3:5])=[O:19].